This data is from Reaction yield outcomes from USPTO patents with 853,638 reactions. The task is: Predict the reaction yield, written as a fraction of the theoretical maximum amount of product (1.0 means a 100% yield; for example, 0.34 means a 34% yield). The reactants are [CH3:1][O:2][C:3]1[CH:8]=[C:7]([CH3:9])[C:6]([S:10]([N:13]2[CH2:18][CH2:17][CH2:16][CH2:15][CH:14]2[CH2:19][O:20][CH2:21][C:22]([O:24]C(C)(C)C)=[O:23])(=[O:12])=[O:11])=[C:5]([CH3:29])[CH:4]=1.FC(F)(F)C(O)=O. The catalyst is ClCCl. The product is [CH3:1][O:2][C:3]1[CH:8]=[C:7]([CH3:9])[C:6]([S:10]([N:13]2[CH2:18][CH2:17][CH2:16][CH2:15][CH:14]2[CH2:19][O:20][CH2:21][C:22]([OH:24])=[O:23])(=[O:12])=[O:11])=[C:5]([CH3:29])[CH:4]=1. The yield is 1.00.